Dataset: Forward reaction prediction with 1.9M reactions from USPTO patents (1976-2016). Task: Predict the product of the given reaction. Given the reactants [C:1]([O:5][C:6](=[O:20])[CH2:7]/[N:8]=[CH:9]/[CH2:10][C:11]([C:14]1[CH2:15][CH2:16][O:17][CH2:18][CH:19]=1)([CH3:13])[CH3:12])([CH3:4])([CH3:3])[CH3:2].[Cl:21][C:22]1[C:23]([F:40])=[C:24](/[CH:28]=[C:29](/[C:32]2[CH:37]=[CH:36][C:35]([Cl:38])=[CH:34][C:33]=2[F:39])\[C:30]#[N:31])[CH:25]=[CH:26][CH:27]=1.C(N(CC)CC)C.C1CCN2C(=NCCC2)CC1, predict the reaction product. The product is: [C:1]([O:5][C:6]([CH:7]1[CH:28]([C:24]2[CH:25]=[CH:26][CH:27]=[C:22]([Cl:21])[C:23]=2[F:40])[C:29]([C:32]2[CH:37]=[CH:36][C:35]([Cl:38])=[CH:34][C:33]=2[F:39])([C:30]#[N:31])[CH:9]([CH2:10][C:11]([C:14]2[CH2:19][CH2:18][O:17][CH2:16][CH:15]=2)([CH3:13])[CH3:12])[NH:8]1)=[O:20])([CH3:2])([CH3:3])[CH3:4].